This data is from NCI-60 drug combinations with 297,098 pairs across 59 cell lines. The task is: Regression. Given two drug SMILES strings and cell line genomic features, predict the synergy score measuring deviation from expected non-interaction effect. (1) Drug 1: CN(C)N=NC1=C(NC=N1)C(=O)N. Drug 2: C1=C(C(=O)NC(=O)N1)F. Cell line: SN12C. Synergy scores: CSS=25.1, Synergy_ZIP=0.726, Synergy_Bliss=1.57, Synergy_Loewe=-5.44, Synergy_HSA=1.87. (2) Drug 1: CCN(CC)CCNC(=O)C1=C(NC(=C1C)C=C2C3=C(C=CC(=C3)F)NC2=O)C. Drug 2: CC1=C(C(=O)C2=C(C1=O)N3CC4C(C3(C2COC(=O)N)OC)N4)N. Cell line: T-47D. Synergy scores: CSS=5.38, Synergy_ZIP=-0.695, Synergy_Bliss=0.269, Synergy_Loewe=-11.4, Synergy_HSA=-6.26. (3) Drug 1: C1=C(C(=O)NC(=O)N1)F. Cell line: SF-539. Synergy scores: CSS=39.8, Synergy_ZIP=-8.56, Synergy_Bliss=-17.4, Synergy_Loewe=-15.6, Synergy_HSA=-15.4. Drug 2: CC(C)(C#N)C1=CC(=CC(=C1)CN2C=NC=N2)C(C)(C)C#N.